Dataset: Full USPTO retrosynthesis dataset with 1.9M reactions from patents (1976-2016). Task: Predict the reactants needed to synthesize the given product. (1) Given the product [Cl:20][C:21]1[CH:26]=[CH:25][C:24]([S:27]([NH:19][C:4]2[CH:5]=[N:6][C:7]([O:8][C:9]3[N:10]=[CH:11][C:12]4[C:17]([CH:18]=3)=[CH:16][CH:15]=[CH:14][CH:13]=4)=[C:2]([Cl:1])[CH:3]=2)(=[O:28])=[O:29])=[C:23]([F:31])[CH:22]=1, predict the reactants needed to synthesize it. The reactants are: [Cl:1][C:2]1[CH:3]=[C:4]([NH2:19])[CH:5]=[N:6][C:7]=1[O:8][C:9]1[N:10]=[CH:11][C:12]2[C:17]([CH:18]=1)=[CH:16][CH:15]=[CH:14][CH:13]=2.[Cl:20][C:21]1[CH:26]=[CH:25][C:24]([S:27](Cl)(=[O:29])=[O:28])=[C:23]([F:31])[CH:22]=1. (2) The reactants are: C([O:3][C:4]([C:6]1[C:11]([CH3:12])=[N:10][CH2:9][N:8]([NH:13][CH2:14][CH2:15][CH2:16][C:17]2[CH:25]=[CH:24][CH:23]=[C:22]3[C:18]=2[CH:19]=[N:20][NH:21]3)[C:7]=1[CH3:26])=[O:5])C.[OH-].[Li+].OS([O-])(=O)=O.[K+]. Given the product [NH:21]1[C:22]2[C:18](=[C:17]([CH2:16][CH2:15][CH2:14][NH:13][N:8]3[C:7]([CH3:26])=[C:6]([C:4]([OH:5])=[O:3])[C:11]([CH3:12])=[N:10][CH2:9]3)[CH:25]=[CH:24][CH:23]=2)[CH:19]=[N:20]1, predict the reactants needed to synthesize it. (3) The reactants are: [Cl:1][C:2]1[CH:7]=[CH:6][C:5]([CH:8]([C:13]([C:15]2[CH:20]=[CH:19][CH:18]=[CH:17][C:16]=2F)=O)[CH2:9][CH2:10][C:11]#[N:12])=[C:4]([F:22])[CH:3]=1.[CH3:23][NH:24][NH2:25]. Given the product [Cl:1][C:2]1[CH:7]=[CH:6][C:5]([CH:8]([C:13]2[C:15]3[C:16](=[CH:17][CH:18]=[CH:19][CH:20]=3)[N:24]([CH3:23])[N:25]=2)[CH2:9][CH2:10][C:11]#[N:12])=[C:4]([F:22])[CH:3]=1, predict the reactants needed to synthesize it. (4) Given the product [C:18]1([O:17][C:15](=[O:16])[NH:1][C:2]2[CH:3]=[N:4][O:5][C:6]=2[CH3:7])[CH:23]=[CH:22][CH:21]=[CH:20][CH:19]=1, predict the reactants needed to synthesize it. The reactants are: [NH2:1][C:2]1[CH:3]=[N:4][O:5][C:6]=1[CH3:7].N1C=CC=CC=1.Cl[C:15]([O:17][C:18]1[CH:23]=[CH:22][CH:21]=[CH:20][CH:19]=1)=[O:16]. (5) Given the product [F:18][C:5]1[CH:4]=[C:3]([F:19])[C:2]([C:24]2[CH:25]=[N:20][CH:21]=[N:22][CH:23]=2)=[CH:7][C:6]=1[C@:8]1([CH3:17])[C:13]([F:15])([F:14])[CH2:12][O:11][C:10]([NH2:16])=[N:9]1, predict the reactants needed to synthesize it. The reactants are: Br[C:2]1[C:3]([F:19])=[CH:4][C:5]([F:18])=[C:6]([C@:8]2([CH3:17])[C:13]([F:15])([F:14])[CH2:12][O:11][C:10]([NH2:16])=[N:9]2)[CH:7]=1.[N:20]1[CH:25]=[C:24](B(O)O)[CH:23]=[N:22][CH:21]=1. (6) Given the product [CH2:16]([O:18][C:19]([C:20]1[CH:25]=[CH:24][C:23]2[N:26]=[C:28]([NH:11][C:9]3[S:10][C:6]4[CH:5]=[C:4]([O:3][C:2]([F:1])([F:14])[F:15])[CH:13]=[CH:12][C:7]=4[N:8]=3)[N:27]([CH3:30])[C:22]=2[CH:21]=1)=[O:29])[CH3:17], predict the reactants needed to synthesize it. The reactants are: [F:1][C:2]([F:15])([F:14])[O:3][C:4]1[CH:13]=[CH:12][C:7]2[N:8]=[C:9]([NH2:11])[S:10][C:6]=2[CH:5]=1.[CH2:16]([O:18][C:19](=[O:29])[C:20]1[CH:25]=[CH:24][C:23]([NH2:26])=[C:22]([NH:27][CH3:28])[CH:21]=1)[CH3:17].[CH2:30](Cl)CCl. (7) Given the product [CH:45]12[O:55][CH:13]([CH:14]=[CH:47]1)[CH2:12][CH:11]([C:10]1[NH:26][C:27]3[C:28](=[O:41])[N:29]([CH2:38][CH2:39][CH3:40])[C:30](=[O:37])[N:31]([CH2:34][CH2:35][CH3:36])[C:32]=3[N:33]=1)[CH2:46]2, predict the reactants needed to synthesize it. The reactants are: CN(C(ON1N=N[C:11]2[CH:12]=[CH:13][CH:14]=N[C:10]1=2)=[N+](C)C)C.F[P-](F)(F)(F)(F)F.Cl.[NH2:26][C:27]1[C:28](=[O:41])[N:29]([CH2:38][CH2:39][CH3:40])[C:30](=[O:37])[N:31]([CH2:34][CH2:35][CH3:36])[C:32]=1[NH2:33].CCN(C(C)C)[CH:45]([CH3:47])[CH3:46].CN(C=[O:55])C. (8) Given the product [NH2:17][C@H:12]1[CH2:13][CH2:14][CH2:15][CH2:16][C@H:11]1[NH:10][C:7]1[CH:8]=[CH:9][C:4]([C:1]([NH2:2])=[O:3])=[C:5]([NH:25][C:26]2[O:30][N:29]=[C:28]([C:31]3[CH:36]=[CH:35][CH:34]=[CH:33][CH:32]=3)[CH:27]=2)[CH:6]=1, predict the reactants needed to synthesize it. The reactants are: [C:1]([C:4]1[CH:9]=[CH:8][C:7]([NH:10][C@@H:11]2[CH2:16][CH2:15][CH2:14][CH2:13][C@@H:12]2[NH:17]C(=O)OC(C)(C)C)=[CH:6][C:5]=1[NH:25][C:26]1[O:30][N:29]=[C:28]([C:31]2[CH:36]=[CH:35][CH:34]=[CH:33][CH:32]=2)[CH:27]=1)(=[O:3])[NH2:2]. (9) Given the product [Br:3][C:4]1[CH:9]=[CH:8][C:7]([O:10][CH2:22][CH2:21][CH2:20][CH2:19][CH2:18][CH2:17][CH2:16][CH2:15][CH2:14][CH2:13][CH2:12][CH3:11])=[CH:6][CH:5]=1, predict the reactants needed to synthesize it. The reactants are: [H-].[Na+].[Br:3][C:4]1[CH:9]=[CH:8][C:7]([OH:10])=[CH:6][CH:5]=1.[CH2:11](Br)[CH2:12][CH2:13][CH2:14][CH2:15][CH2:16][CH2:17][CH2:18][CH2:19][CH2:20][CH2:21][CH3:22]. (10) Given the product [CH3:14][C:9]1[CH:8]=[C:7]([B:18]2[O:19][C:20]([CH3:22])([CH3:21])[C:16]([CH3:32])([CH3:15])[O:17]2)[CH:12]=[CH:11][C:10]=1[OH:13], predict the reactants needed to synthesize it. The reactants are: C([O-])(=O)C.[K+].Br[C:7]1[CH:12]=[CH:11][C:10]([OH:13])=[C:9]([CH3:14])[CH:8]=1.[CH3:15][C:16]1([CH3:32])[C:20]([CH3:22])([CH3:21])[O:19][B:18]([B:18]2[O:19][C:20]([CH3:22])([CH3:21])[C:16]([CH3:32])([CH3:15])[O:17]2)[O:17]1.